The task is: Regression. Given a peptide amino acid sequence and an MHC pseudo amino acid sequence, predict their binding affinity value. This is MHC class II binding data.. This data is from Peptide-MHC class II binding affinity with 134,281 pairs from IEDB. (1) The peptide sequence is AAATYGTTVYGAFAA. The MHC is HLA-DQA10501-DQB10301 with pseudo-sequence HLA-DQA10501-DQB10301. The binding affinity (normalized) is 0.676. (2) The peptide sequence is AASDFWGGAGSAACQ. The MHC is DRB1_0701 with pseudo-sequence DRB1_0701. The binding affinity (normalized) is 0. (3) The peptide sequence is AAATAGTTVWGAFAA. The MHC is HLA-DQA10102-DQB10602 with pseudo-sequence HLA-DQA10102-DQB10602. The binding affinity (normalized) is 0.826. (4) The peptide sequence is FNILTGKKITAHLKRHHHHHH. The MHC is DRB1_1301 with pseudo-sequence DRB1_1301. The binding affinity (normalized) is 0.770. (5) The peptide sequence is ISRRDQRGSGQVVTY. The MHC is HLA-DQA10501-DQB10302 with pseudo-sequence HLA-DQA10501-DQB10302. The binding affinity (normalized) is 0.283. (6) The peptide sequence is TAAATAPADDKFTVF. The MHC is DRB1_1302 with pseudo-sequence DRB1_1302. The binding affinity (normalized) is 0. (7) The peptide sequence is EVLGFRMVQDERVGR. The MHC is HLA-DPA10201-DPB10501 with pseudo-sequence HLA-DPA10201-DPB10501. The binding affinity (normalized) is 0. (8) The peptide sequence is AAATAGTTNYGAFAA. The MHC is HLA-DQA10501-DQB10301 with pseudo-sequence HLA-DQA10501-DQB10301. The binding affinity (normalized) is 0.613. (9) The peptide sequence is AAQRRGRIGRNPSQV. The MHC is DRB1_1501 with pseudo-sequence DRB1_1501. The binding affinity (normalized) is 0.